The task is: Regression/Classification. Given a drug SMILES string, predict its absorption, distribution, metabolism, or excretion properties. Task type varies by dataset: regression for continuous measurements (e.g., permeability, clearance, half-life) or binary classification for categorical outcomes (e.g., BBB penetration, CYP inhibition). Dataset: cyp3a4_veith.. This data is from CYP3A4 inhibition data for predicting drug metabolism from PubChem BioAssay. (1) The compound is O=C(CCN1C(=O)c2ccccc2C1=O)NC(=S)Nc1cccc(Cl)c1. The result is 1 (inhibitor). (2) The molecule is O=c1c(-c2cccs2)nc2cncnc2n1Cc1ccccc1. The result is 1 (inhibitor). (3) The drug is O=C(Nc1nc2ccc(F)cc2s1)C1CCCO1. The result is 0 (non-inhibitor).